Dataset: Reaction yield outcomes from USPTO patents with 853,638 reactions. Task: Predict the reaction yield, written as a fraction of the theoretical maximum amount of product (1.0 means a 100% yield; for example, 0.34 means a 34% yield). (1) The reactants are C[O:2][C:3](=[O:19])/[CH:4]=[CH:5]/[C:6]1[CH:7]=[C:8]2[C:13](=[CH:14][C:15]=1[N+:16]([O-:18])=[O:17])[N:12]=[CH:11][CH:10]=[CH:9]2.[OH-].[Na+].Cl. The catalyst is CCO. The product is [N+:16]([C:15]1[CH:14]=[C:13]2[C:8]([CH:9]=[CH:10][CH:11]=[N:12]2)=[CH:7][C:6]=1/[CH:5]=[CH:4]/[C:3]([OH:19])=[O:2])([O-:18])=[O:17]. The yield is 0.900. (2) The reactants are CS(O[CH2:6][C:7]#[C:8][C:9]1[CH:14]=[C:13]([F:15])[CH:12]=[CH:11][C:10]=1[CH2:16][NH:17][C:18]([C:20]1[N:21]=[C:22]2[N:27]([C:28](=[O:38])[C:29]=1[O:30][CH2:31][C:32]1[CH:37]=[CH:36][CH:35]=[CH:34][CH:33]=1)[CH2:26][CH2:25][O:24][C:23]2([CH3:40])[CH3:39])=[O:19])(=O)=O.[CH3:41][NH:42][CH3:43]. The catalyst is C(#N)C.O1CCCC1.C(OCC)(=O)C. The product is [CH3:41][N:42]([CH3:43])[CH2:6][C:7]#[C:8][C:9]1[CH:14]=[C:13]([F:15])[CH:12]=[CH:11][C:10]=1[CH2:16][NH:17][C:18]([C:20]1[N:21]=[C:22]2[N:27]([C:28](=[O:38])[C:29]=1[O:30][CH2:31][C:32]1[CH:37]=[CH:36][CH:35]=[CH:34][CH:33]=1)[CH2:26][CH2:25][O:24][C:23]2([CH3:39])[CH3:40])=[O:19]. The yield is 0.880. (3) The reactants are N[C:2]1[CH:7]=[C:6]([CH3:8])[C:5]([CH3:9])=[CH:4][C:3]=1[S:10]([NH:13][C:14]1[CH:15]=[CH:16][CH:17]=[C:18]2[C:23]=1[N:22]=[CH:21][CH:20]=[CH:19]2)(=[O:12])=[O:11].C(ON=O)(C)(C)C. The catalyst is C(O)(=O)C.C1COCC1. The product is [CH3:9][C:5]1[CH:4]=[C:3]2[C:2](=[CH:7][C:6]=1[CH3:8])[C:15]1[C:14](=[C:23]3[C:18](=[CH:17][CH:16]=1)[CH:19]=[CH:20][CH:21]=[N:22]3)[NH:13][S:10]2(=[O:12])=[O:11]. The yield is 0.0700. (4) The reactants are [CH3:1][O:2][CH2:3][CH2:4][CH2:5][O:6][C:7]1[CH:27]=[CH:26][C:10]([O:11][C:12]2[CH:17]=[C:16]([CH3:18])[C:15]([C:19]3[N:20]=[C:21]([NH2:24])[S:22][CH:23]=3)=[C:14]([CH3:25])[CH:13]=2)=[CH:9][CH:8]=1.C(N(CC)CC)C.Cl.[C:36](Cl)(=[O:43])[C:37]1[CH:42]=[CH:41][N:40]=[CH:39][CH:38]=1. The catalyst is C(Cl)Cl. The product is [CH3:1][O:2][CH2:3][CH2:4][CH2:5][O:6][C:7]1[CH:27]=[CH:26][C:10]([O:11][C:12]2[CH:17]=[C:16]([CH3:18])[C:15]([C:19]3[N:20]=[C:21]([NH:24][C:36](=[O:43])[C:37]4[CH:42]=[CH:41][N:40]=[CH:39][CH:38]=4)[S:22][CH:23]=3)=[C:14]([CH3:25])[CH:13]=2)=[CH:9][CH:8]=1. The yield is 0.270. (5) The reactants are Br[C:2]1[C:3]([O:36][CH3:37])=[N:4][C:5]([C:8]2[CH:13]=[CH:12][C:11]([CH2:14][C@H:15]([NH:23][C:24](=[O:35])[C:25]3[CH:30]=[CH:29][C:28]([C:31]([CH3:34])([CH3:33])[CH3:32])=[CH:27][CH:26]=3)[C:16]([O:18][C:19]([CH3:22])([CH3:21])[CH3:20])=[O:17])=[CH:10][CH:9]=2)=[N:6][CH:7]=1.[CH2:38]([O:45][C:46]1[CH:51]=[CH:50][C:49](B(O)O)=[CH:48][CH:47]=1)[CH2:39][CH2:40][CH2:41][CH2:42][CH2:43][CH3:44].C(=O)([O-])[O-].[Na+].[Na+].C(Cl)Cl. The catalyst is C(#N)C.C1COCC1.O.C([O-])(O)=O.[Na+].C1C=CC(P(C2C=CC=CC=2)[C-]2C=CC=C2)=CC=1.C1C=CC(P(C2C=CC=CC=2)[C-]2C=CC=C2)=CC=1.Cl[Pd]Cl.[Fe+2]. The product is [C:31]([C:28]1[CH:29]=[CH:30][C:25]([C:24]([NH:23][C@@H:15]([CH2:14][C:11]2[CH:12]=[CH:13][C:8]([C:5]3[N:4]=[C:3]([O:36][CH3:37])[C:2]([C:49]4[CH:50]=[CH:51][C:46]([O:45][CH2:38][CH2:39][CH2:40][CH2:41][CH2:42][CH2:43][CH3:44])=[CH:47][CH:48]=4)=[CH:7][N:6]=3)=[CH:9][CH:10]=2)[C:16]([O:18][C:19]([CH3:22])([CH3:21])[CH3:20])=[O:17])=[O:35])=[CH:26][CH:27]=1)([CH3:34])([CH3:33])[CH3:32]. The yield is 0.600. (6) The reactants are [Na].Cl.[Cl:3][C:4]1[CH:9]=[CH:8][CH:7]=[CH:6][C:5]=1[NH:10][NH2:11].[C:12](OC)(=[O:15])[CH:13]=[CH2:14].O. The catalyst is C(O)CCC.C(O)(=O)C. The product is [Cl:3][C:4]1[CH:9]=[CH:8][CH:7]=[CH:6][C:5]=1[N:10]1[CH2:14][CH2:13][C:12](=[O:15])[NH:11]1. The yield is 0.670. (7) The reactants are Br[CH2:2][CH2:3][CH2:4][C:5]([O:7][CH2:8][CH3:9])=[O:6].[NH:10]1[CH2:14][CH2:13][CH2:12][CH2:11]1.O. The catalyst is C1(C)C=CC=CC=1. The product is [CH2:8]([O:7][C:5](=[O:6])[CH2:4][CH2:3][CH2:2][N:10]1[CH2:14][CH2:13][CH2:12][CH2:11]1)[CH3:9]. The yield is 0.990.